From a dataset of Forward reaction prediction with 1.9M reactions from USPTO patents (1976-2016). Predict the product of the given reaction. (1) Given the reactants [Cl:1][C:2]1[N:3]=[C:4](Cl)[C:5]2[S:10][CH:9]=[C:8]([CH3:11])[C:6]=2[N:7]=1.[CH2:13]([NH2:16])[CH:14]=[CH2:15], predict the reaction product. The product is: [CH2:13]([NH:16][C:4]1[C:5]2[S:10][CH:9]=[C:8]([CH3:11])[C:6]=2[N:7]=[C:2]([Cl:1])[N:3]=1)[CH:14]=[CH2:15]. (2) Given the reactants [CH2:1]([N:4]([CH2:12][C:13]([C:15]1[S:19][N:18]=[CH:17][CH:16]=1)=O)[C:5](=[O:11])[O:6][C:7]([CH3:10])([CH3:9])[CH3:8])[CH:2]=[CH2:3].N1C=CC=CC=1.Cl.[NH2:27][OH:28], predict the reaction product. The product is: [CH2:1]([N:4]([CH2:12][C:13](=[N:27][OH:28])[C:15]1[S:19][N:18]=[CH:17][CH:16]=1)[C:5](=[O:11])[O:6][C:7]([CH3:10])([CH3:9])[CH3:8])[CH:2]=[CH2:3]. (3) Given the reactants [C:1]([O:5][C:6](=[O:14])[NH:7][C:8]1[S:9][C:10](Br)=[CH:11][N:12]=1)([CH3:4])([CH3:3])[CH3:2].[Cl-].[Li+].CN(C=O)C.[CH2:22]1COC[CH2:23]1, predict the reaction product. The product is: [C:1]([O:5][C:6](=[O:14])[NH:7][C:8]1[S:9][C:10]([CH:22]=[CH2:23])=[CH:11][N:12]=1)([CH3:4])([CH3:3])[CH3:2]. (4) Given the reactants Br[CH2:2][C:3]1[CH:26]=[CH:25][C:6]([C:7]([NH:9][N:10]([C:21]([CH3:24])([CH3:23])[CH3:22])[C:11](=[O:20])[C:12]2[CH:17]=[C:16]([CH3:18])[CH:15]=[C:14]([CH3:19])[CH:13]=2)=[O:8])=[CH:5][C:4]=1[B:27]1[O:31]C(C)(C)C(C)(C)[O:28]1.[CH3:36][NH:37][CH3:38].O.Cl, predict the reaction product. The product is: [C:21]([N:10]([C:11](=[O:20])[C:12]1[CH:17]=[C:16]([CH3:18])[CH:15]=[C:14]([CH3:19])[CH:13]=1)[NH:9][C:7]([C:6]1[CH:25]=[CH:26][C:3]([CH2:2][N:37]([CH3:38])[CH3:36])=[C:4]([B:27]([OH:28])[OH:31])[CH:5]=1)=[O:8])([CH3:24])([CH3:23])[CH3:22]. (5) Given the reactants [CH3:1][N:2]([CH2:4][C:5]1[C:13]2[C:8](=[CH:9][CH:10]=[CH:11][CH:12]=2)[NH:7][N:6]=1)[CH3:3].[CH3:14][I:15], predict the reaction product. The product is: [I-:15].[NH:7]1[C:8]2[C:13](=[CH:12][CH:11]=[CH:10][CH:9]=2)[C:5]([CH2:4][N+:2]([CH3:14])([CH3:1])[CH3:3])=[N:6]1. (6) Given the reactants [NH:1]1[C:5]([C:6]([NH:9][S:10]([C:13]2[CH:18]=[CH:17][C:16]([C:19]3[CH:24]=[CH:23][C:22]([C:25]([F:28])([F:27])[F:26])=[CH:21][CH:20]=3)=[CH:15][CH:14]=2)(=[O:12])=[O:11])([CH3:8])[CH3:7])=[CH:4][N:3]=[N:2]1.O.[Br:30]Br.CCOC(C)=O, predict the reaction product. The product is: [Br:30][C:4]1[N:3]=[N:2][NH:1][C:5]=1[C:6]([NH:9][S:10]([C:13]1[CH:14]=[CH:15][C:16]([C:19]2[CH:24]=[CH:23][C:22]([C:25]([F:26])([F:27])[F:28])=[CH:21][CH:20]=2)=[CH:17][CH:18]=1)(=[O:12])=[O:11])([CH3:8])[CH3:7]. (7) Given the reactants [Cl:1][C:2]1[CH:7]=[C:6]2[NH:8][C:9](=[O:43])[C@:10]3([C@@H:14]([C:15]4[CH:20]=[CH:19][CH:18]=[C:17]([Cl:21])[C:16]=4[F:22])[C@H:13]([C:23]([NH:25][C:26]4[CH:31]=[CH:30][C:29]([CH2:32][C:33](O)=[O:34])=[CH:28][C:27]=4[O:36][CH3:37])=[O:24])[NH:12][C@H:11]3[CH2:38][C:39]([CH3:42])([CH3:41])[CH3:40])[C:5]2=[CH:4][CH:3]=1.CC[N:46]=C=NCCCN(C)C.C1C=CC2N(O)N=NC=2C=1.[NH4+].[Cl-].C(N(CC)CC)C, predict the reaction product. The product is: [C:33]([CH2:32][C:29]1[CH:30]=[CH:31][C:26]([NH:25][C:23]([C@@H:13]2[NH:12][C@@H:11]([CH2:38][C:39]([CH3:42])([CH3:40])[CH3:41])[C@:10]3([C:5]4[C:6](=[CH:7][C:2]([Cl:1])=[CH:3][CH:4]=4)[NH:8][C:9]3=[O:43])[C@H:14]2[C:15]2[CH:20]=[CH:19][CH:18]=[C:17]([Cl:21])[C:16]=2[F:22])=[O:24])=[C:27]([O:36][CH3:37])[CH:28]=1)(=[O:34])[NH2:46]. (8) The product is: [Cl:9][C:6]1[N:5]=[CH:4][C:3]([C:10]([N:12]2[CH2:13][CH2:14][CH:15]([C:18]3[CH:23]=[CH:22][C:21]([F:24])=[CH:20][CH:19]=3)[CH2:16][CH2:17]2)=[O:11])=[C:2]([NH:29][C:28]2[CH:30]=[CH:31][CH:32]=[C:26]([Cl:25])[CH:27]=2)[C:7]=1[CH3:8]. Given the reactants Cl[C:2]1[C:7]([CH3:8])=[C:6]([Cl:9])[N:5]=[CH:4][C:3]=1[C:10]([N:12]1[CH2:17][CH2:16][CH:15]([C:18]2[CH:23]=[CH:22][C:21]([F:24])=[CH:20][CH:19]=2)[CH2:14][CH2:13]1)=[O:11].[Cl:25][C:26]1[CH:27]=[C:28]([CH:30]=[CH:31][CH:32]=1)[NH2:29], predict the reaction product. (9) Given the reactants [C:1]([O:5][C:6]([NH:8][C@H:9]1[CH2:13][C@@:12]([CH:17]([CH3:19])[CH3:18])([C:14]([OH:16])=[O:15])[CH:11]=[CH:10]1)=[O:7])([CH3:4])([CH3:3])[CH3:2], predict the reaction product. The product is: [C:1]([O:5][C:6]([NH:8][C@@H:9]1[CH2:10][CH2:11][C@:12]([CH:17]([CH3:19])[CH3:18])([C:14]([OH:16])=[O:15])[CH2:13]1)=[O:7])([CH3:4])([CH3:3])[CH3:2].